Dataset: Catalyst prediction with 721,799 reactions and 888 catalyst types from USPTO. Task: Predict which catalyst facilitates the given reaction. (1) Reactant: [NH2:1][C:2]1[CH:7]=[CH:6][CH:5]=[CH:4][CH:3]=1.C[Al](C)C.[O:12]=[C:13]1[CH:18]=[CH:17][N:16]([C:19]2[CH:24]=[CH:23][CH:22]=[C:21]([C:25]([F:28])([F:27])[F:26])[CH:20]=2)[N:15]=[C:14]1[C:29]([O:31]C)=O. Product: [O:12]=[C:13]1[CH:18]=[CH:17][N:16]([C:19]2[CH:24]=[CH:23][CH:22]=[C:21]([C:25]([F:26])([F:27])[F:28])[CH:20]=2)[N:15]=[C:14]1[C:29]([NH:1][C:2]1[CH:7]=[CH:6][CH:5]=[CH:4][CH:3]=1)=[O:31]. The catalyst class is: 2. (2) Reactant: Cl[C:2]1[CH:7]=[C:6]([Cl:8])[N:5]=[C:4]([C:9]2[CH:14]=[CH:13][C:12]([N+:15]([O-:17])=[O:16])=[CH:11][CH:10]=2)[N:3]=1.[CH3:18][S:19]([CH2:22][CH2:23][NH2:24])(=[O:21])=[O:20].Cl.C(N(CC)CC)C.C(=O)([O-])[O-].[K+].[K+]. Product: [Cl:8][C:6]1[N:5]=[C:4]([C:9]2[CH:14]=[CH:13][C:12]([N+:15]([O-:17])=[O:16])=[CH:11][CH:10]=2)[N:3]=[C:2]([NH:24][CH2:23][CH2:22][S:19]([CH3:18])(=[O:21])=[O:20])[CH:7]=1. The catalyst class is: 4.